From a dataset of Catalyst prediction with 721,799 reactions and 888 catalyst types from USPTO. Predict which catalyst facilitates the given reaction. (1) Reactant: [Cl:1][C:2]1[CH:9]=[C:8]([Cl:10])[CH:7]=[CH:6][C:3]=1[C:4]#[N:5].[C:11]1([Mg]Br)[CH:16]=[CH:15][CH:14]=[CH:13][CH:12]=1.[BH4-].[Na+]. Product: [Cl:1][C:2]1[CH:9]=[C:8]([Cl:10])[CH:7]=[CH:6][C:3]=1[CH:4]([NH2:5])[C:11]1[CH:16]=[CH:15][CH:14]=[CH:13][CH:12]=1. The catalyst class is: 5. (2) Reactant: CC1(C)CCCC(C)(C)N1.C([Li])CCC.[F:16][C:17]1[CH:22]=[CH:21][CH:20]=[CH:19][C:18]=1[CH2:23][CH2:24][OH:25].CN([CH:29]=[O:30])C. Product: [F:16][C:17]1[C:18]([CH2:23][CH2:24][OH:25])=[CH:19][CH:20]=[CH:21][C:22]=1[CH:29]=[O:30]. The catalyst class is: 1. (3) Reactant: [NH:1]1[CH2:8][CH2:7][CH2:6][C@H:2]1[C:3]([OH:5])=[O:4].[C:9](Cl)(=[O:19])[CH2:10][CH2:11][CH2:12][CH2:13][CH2:14][CH2:15][CH2:16][CH2:17][CH3:18].[OH-].[Na+].S(=O)(=O)(O)O. Product: [C:9]([N:1]1[CH2:8][CH2:7][CH2:6][C@H:2]1[C:3]([OH:5])=[O:4])(=[O:19])[CH2:10][CH2:11][CH2:12][CH2:13][CH2:14][CH2:15][CH2:16][CH2:17][CH3:18]. The catalyst class is: 6. (4) Reactant: [C:1]([C:4]1[C:5]([CH3:26])=[N:6][C:7]2[N:8]([CH:18]=[C:19]([CH2:21][C:22]([O:24][CH3:25])=[O:23])[N:20]=2)[C:9]=1[C:10]1[CH:15]=[CH:14][C:13]([Cl:16])=[CH:12][C:11]=1[Cl:17])(=O)[NH2:2].CCN(CC)CC.FC(F)(F)C(OC(=O)C(F)(F)F)=O.[NH4+].[Cl-]. Product: [C:1]([C:4]1[C:5]([CH3:26])=[N:6][C:7]2[N:8]([CH:18]=[C:19]([CH2:21][C:22]([O:24][CH3:25])=[O:23])[N:20]=2)[C:9]=1[C:10]1[CH:15]=[CH:14][C:13]([Cl:16])=[CH:12][C:11]=1[Cl:17])#[N:2]. The catalyst class is: 2. (5) Reactant: [NH2:1][C:2]1[N:3]=[CH:4][C:5]2[S:10][C:9](=[O:11])[N:8]([C@@H:12]3[O:24][C@H:23]([CH2:25][O:26]C(=O)C)[C@@H:18]([O:19][C:20](=[O:22])[CH3:21])[C@H:13]3[O:14][C:15](=[O:17])[CH3:16])[C:6]=2[N:7]=1.P([O-])([O-])([O-])=O.[Na+].[Na+].[Na+]. Product: [NH2:1][C:2]1[N:3]=[CH:4][C:5]2[S:10][C:9](=[O:11])[N:8]([C@@H:12]3[O:24][C@H:23]([CH2:25][OH:26])[C@@H:18]([O:19][C:20](=[O:22])[CH3:21])[C@H:13]3[O:14][C:15](=[O:17])[CH3:16])[C:6]=2[N:7]=1. The catalyst class is: 21. (6) Product: [CH3:36][CH:35]([N:38]1[CH2:43][CH2:42][N:41]([CH2:25][C:26]([N:8]2[C:9]3[C:5](=[CH:4][C:3]([O:2][CH3:1])=[C:11]([N+:12]([O-:14])=[O:13])[CH:10]=3)[CH2:6][CH2:7]2)=[O:27])[CH2:40][CH2:39]1)[CH3:37]. Reactant: [CH3:1][O:2][C:3]1[CH:4]=[C:5]2[C:9](=[CH:10][C:11]=1[N+:12]([O-:14])=[O:13])[NH:8][CH2:7][CH2:6]2.C(N(C(C)C)CC)(C)C.Br[CH2:25][C:26](Cl)=[O:27].C(=O)([O-])[O-].[K+].[K+].[CH:35]([N:38]1[CH2:43][CH2:42][NH:41][CH2:40][CH2:39]1)([CH3:37])[CH3:36]. The catalyst class is: 4.